Dataset: Catalyst prediction with 721,799 reactions and 888 catalyst types from USPTO. Task: Predict which catalyst facilitates the given reaction. (1) Reactant: [NH2:1][C:2]1[CH:3]=[C:4]2[C:8](=[CH:9][CH:10]=1)[C:7](=[C:11]1[C:19]3[C:14](=[CH:15][CH:16]=[C:17]([Cl:20])[CH:18]=3)[NH:13][C:12]1=[O:21])[O:6][CH2:5]2.[C:22](Cl)([C:35]1[CH:40]=[CH:39][CH:38]=[CH:37][CH:36]=1)([C:29]1[CH:34]=[CH:33][CH:32]=[CH:31][CH:30]=1)[C:23]1[CH:28]=[CH:27][CH:26]=[CH:25][CH:24]=1.C(N(CC)CC)C. Product: [Cl:20][C:17]1[CH:18]=[C:19]2[C:14](=[CH:15][CH:16]=1)[NH:13][C:12](=[O:21])[C:11]2=[C:7]1[C:8]2[C:4](=[CH:3][C:2]([NH:1][C:22]([C:23]3[CH:28]=[CH:27][CH:26]=[CH:25][CH:24]=3)([C:35]3[CH:36]=[CH:37][CH:38]=[CH:39][CH:40]=3)[C:29]3[CH:30]=[CH:31][CH:32]=[CH:33][CH:34]=3)=[CH:10][CH:9]=2)[CH2:5][O:6]1. The catalyst class is: 3. (2) Reactant: [CH3:1][C:2]1[N:6]([CH:7]([CH3:9])[CH3:8])[C:5]([C:10]2[CH:15]=[CH:14][N:13]=[C:12]([NH:16][CH:17]3[CH2:22][CH2:21][NH:20][CH2:19][CH2:18]3)[N:11]=2)=[CH:4][N:3]=1.Br[CH2:24][CH2:25][C:26]1[CH:31]=[CH:30][CH:29]=[CH:28][CH:27]=1. Product: [CH3:1][C:2]1[N:6]([CH:7]([CH3:9])[CH3:8])[C:5]([C:10]2[CH:15]=[CH:14][N:13]=[C:12]([NH:16][CH:17]3[CH2:18][CH2:19][N:20]([CH2:24][CH2:25][C:26]4[CH:31]=[CH:30][CH:29]=[CH:28][CH:27]=4)[CH2:21][CH2:22]3)[N:11]=2)=[CH:4][N:3]=1. The catalyst class is: 3. (3) Reactant: [N+:1]([C:4]1[CH:5]=[C:6]([CH:37]=[CH:38][CH:39]=1)[CH2:7][N:8]([CH2:16][CH2:17][N:18]1[CH:27]([CH2:28][C:29]2[CH:34]=[CH:33][C:32]([F:35])=[CH:31][CH:30]=2)[CH2:26][C:25]2[C:20](=[CH:21][CH:22]=[C:23](F)[CH:24]=2)[CH2:19]1)[C:9](=[O:15])[O:10][C:11]([CH3:14])([CH3:13])[CH3:12])([O-])=O.[BH4-].[Na+].O. Product: [NH2:1][C:4]1[CH:5]=[C:6]([CH:37]=[CH:38][CH:39]=1)[CH2:7][N:8]([CH2:16][CH2:17][N:18]1[CH:27]([CH2:28][C:29]2[CH:30]=[CH:31][C:32]([F:35])=[CH:33][CH:34]=2)[CH2:26][C:25]2[C:20](=[CH:21][CH:22]=[CH:23][CH:24]=2)[CH2:19]1)[C:9](=[O:15])[O:10][C:11]([CH3:13])([CH3:14])[CH3:12]. The catalyst class is: 5. (4) Reactant: C([O:3][C:4](=[O:20])[C:5]([O:17][CH2:18][CH3:19])=[CH:6][C:7]1([C:10]2[CH:15]=[CH:14][CH:13]=[CH:12][C:11]=2[Cl:16])[CH2:9][CH2:8]1)C. Product: [CH2:18]([O:17][C:5](=[CH:6][C:7]1([C:10]2[CH:15]=[CH:14][CH:13]=[CH:12][C:11]=2[Cl:16])[CH2:8][CH2:9]1)[C:4]([OH:20])=[O:3])[CH3:19]. The catalyst class is: 74.